From a dataset of Full USPTO retrosynthesis dataset with 1.9M reactions from patents (1976-2016). Predict the reactants needed to synthesize the given product. (1) The reactants are: [Br:1][C:2]1[CH:3]=[CH:4][C:5]([C:8]2[CH2:12][CH:11]([CH2:13]OS(C)(=O)=O)[O:10][N:9]=2)=[N:6][CH:7]=1.[N-:19]=[N+:20]=[N-:21].[Na+].[Cl-].[Na+]. Given the product [N:19]([CH2:13][CH:11]1[O:10][N:9]=[C:8]([C:5]2[CH:4]=[CH:3][C:2]([Br:1])=[CH:7][N:6]=2)[CH2:12]1)=[N+:20]=[N-:21], predict the reactants needed to synthesize it. (2) Given the product [OH:50][CH2:49][CH2:48][CH2:47][N:45]1[CH:46]=[C:42]([C:34]2[CH:33]=[CH:32][C:31]([NH:30][C:2]3[C:7]([C:8]([F:10])([F:11])[F:9])=[CH:6][N:5]=[C:4]([NH:12][C:13]4[CH:27]=[CH:26][C:16]([CH2:17][P:18](=[O:25])([O:22][CH2:23][CH3:24])[O:19][CH2:20][CH3:21])=[CH:15][C:14]=4[O:28][CH3:29])[N:3]=3)=[C:39]3[C:35]=2[CH2:36][N:37]([CH3:41])[C:38]3=[O:40])[CH:43]=[N:44]1, predict the reactants needed to synthesize it. The reactants are: Cl[C:2]1[C:7]([C:8]([F:11])([F:10])[F:9])=[CH:6][N:5]=[C:4]([NH:12][C:13]2[CH:27]=[CH:26][C:16]([CH2:17][P:18](=[O:25])([O:22][CH2:23][CH3:24])[O:19][CH2:20][CH3:21])=[CH:15][C:14]=2[O:28][CH3:29])[N:3]=1.[NH2:30][C:31]1[CH:32]=[CH:33][C:34]([C:42]2[CH:43]=[N:44][N:45]([CH2:47][CH2:48][CH2:49][OH:50])[CH:46]=2)=[C:35]2[C:39]=1[C:38](=[O:40])[N:37]([CH3:41])[CH2:36]2.C(O)(C(F)(F)F)=O. (3) Given the product [CH3:28][O:29][C:8]1[CH:7]=[CH:6][CH:5]=[CH:4][C:3]=1[S:9]([C:11]1[CH:12]=[C:13]([NH:14][CH2:24][C:20]2[CH:19]=[N:18][CH:23]=[CH:22][CH:21]=2)[CH:15]=[CH:16][CH:17]=1)=[O:10], predict the reactants needed to synthesize it. The reactants are: CO[C:3]1([S:9]([C:11]2[CH:12]=[C:13]([CH:15]=[CH:16][CH:17]=2)[NH2:14])=[O:10])[CH:8]=[CH:7][CH:6]=[CH:5][CH2:4]1.[N:18]1[CH:23]=[CH:22][CH:21]=[C:20]([CH:24]=O)[CH:19]=1.[BH4-].[Na+].[CH3:28][OH:29].